From a dataset of Reaction yield outcomes from USPTO patents with 853,638 reactions. Predict the reaction yield, written as a fraction of the theoretical maximum amount of product (1.0 means a 100% yield; for example, 0.34 means a 34% yield). (1) The reactants are Br[C:2]1[CH:3]=[CH:4][C:5]2[O:10][CH2:9][CH2:8][N:7]([C:11]3[S:12][C:13]4[CH2:14]C(C)(C)N[C:17](=O)[C:18]=4[N:19]=3)[C:6]=2[CH:23]=1.[CH3:24][N:25]1[C:29]([CH3:30])=[C:28](B2OC(C)(C)C(C)(C)O2)[C:27]([CH3:40])=[N:26]1.P([O-])([O-])([O-])=O.[K+].[K+].[K+].[OH2:49]. The catalyst is COCCOC.C1C=CC([P]([Pd]([P](C2C=CC=CC=2)(C2C=CC=CC=2)C2C=CC=CC=2)([P](C2C=CC=CC=2)(C2C=CC=CC=2)C2C=CC=CC=2)[P](C2C=CC=CC=2)(C2C=CC=CC=2)C2C=CC=CC=2)(C2C=CC=CC=2)C2C=CC=CC=2)=CC=1. The product is [CH3:5][C:6]1([CH3:23])[NH:7][C:14](=[O:49])[C:13]2[S:12][C:11]([N:7]3[C:6]4[CH:23]=[C:2]([C:28]5[C:27]([CH3:40])=[N:26][N:25]([CH3:24])[C:29]=5[CH3:30])[CH:3]=[CH:4][C:5]=4[O:10][CH2:9][CH2:8]3)=[N:19][C:18]=2[CH2:17]1. The yield is 0.340. (2) The product is [OH:16][NH:15][C:2](=[NH:1])[C:3]1[CH:4]=[CH:5][CH:6]=[C:11]([CH2:21][N:20]([CH2:19][CH2:18][OH:17])[CH3:22])[CH:12]=1. No catalyst specified. The reactants are [NH2:1][C:2](=[N:15][OH:16])[C:3]1[CH:12]=[CH:11][C:6](C(OC)=O)=[CH:5][C:4]=1OC.[OH:17][CH2:18][CH2:19][N:20]([CH2:22]C1C=C(C=CC=1)C#N)[CH3:21]. The yield is 0.990. (3) The reactants are Cl.[CH:2]1([C:5]2[N:6]=[CH:7][C:8]([O:11][C@@H:12]3[CH2:22][N:15]4[C:16](=[O:21])[CH2:17][CH2:18][NH:19][CH2:20][C@H:14]4[CH2:13]3)=[N:9][CH:10]=2)[CH2:4][CH2:3]1.C(N(CC)CC)C.[F:30][C:31]([F:42])([F:41])[O:32][C:33]1[CH:40]=[CH:39][C:36]([CH:37]=O)=[CH:35][CH:34]=1.C(O[BH-](OC(=O)C)OC(=O)C)(=O)C.[Na+]. The catalyst is ClCCl. The product is [CH:2]1([C:5]2[N:6]=[CH:7][C:8]([O:11][C@@H:12]3[CH2:22][N:15]4[C:16](=[O:21])[CH2:17][CH2:18][N:19]([CH2:37][C:36]5[CH:39]=[CH:40][C:33]([O:32][C:31]([F:30])([F:41])[F:42])=[CH:34][CH:35]=5)[CH2:20][C@H:14]4[CH2:13]3)=[N:9][CH:10]=2)[CH2:4][CH2:3]1. The yield is 0.530.